Dataset: Catalyst prediction with 721,799 reactions and 888 catalyst types from USPTO. Task: Predict which catalyst facilitates the given reaction. (1) Reactant: Cl(O)(=O)(=O)=O.COC1C=CC(C[N:13](CC2C=CC(OC)=CC=2)[C:14]2[C:23]3[CH:22]=[N:21][C:20]([NH:24][CH:25]4[CH2:30][CH2:29][CH:28]([OH:31])[CH2:27][CH2:26]4)=[N:19][C:18]=3[N:17]([CH:32]3[CH2:36][CH2:35][CH2:34][CH2:33]3)[C:16](=[O:37])[CH:15]=2)=CC=1. Product: [NH2:13][C:14]1[C:23]2[CH:22]=[N:21][C:20]([NH:24][C@H:25]3[CH2:26][CH2:27][C@H:28]([OH:31])[CH2:29][CH2:30]3)=[N:19][C:18]=2[N:17]([CH:32]2[CH2:36][CH2:35][CH2:34][CH2:33]2)[C:16](=[O:37])[CH:15]=1. The catalyst class is: 326. (2) Reactant: [OH-].[Na+].C1(C[O:10][C:11]([C:13]2([NH:19][C:20]([C:22]3[CH:27]=[CH:26][C:25]([CH2:28][N:29]4[CH2:34][CH2:33][O:32][CH2:31][CH2:30]4)=[CH:24][CH:23]=3)=O)[CH2:18][CH2:17][CH2:16][CH2:15][CH2:14]2)=[O:12])C=CC=CC=1.Cl.C(N(CC)CC)C.Cl.C(N=C=NCCCN(C)C)C. Product: [N:29]1([CH2:28][C:25]2[CH:24]=[CH:23][C:22]([C:20]3[O:10][C:11](=[O:12])[C:13]4([CH2:18][CH2:17][CH2:16][CH2:15][CH2:14]4)[N:19]=3)=[CH:27][CH:26]=2)[CH2:34][CH2:33][O:32][CH2:31][CH2:30]1. The catalyst class is: 595. (3) Reactant: [Li+].[C:2]([C:6]1[CH:11]=[CH:10][C:9]([N:12]2[CH2:17][CH2:16][N:15]([CH2:18][CH:19]([CH3:23])[C:20]([O-:22])=O)[CH2:14][CH2:13]2)=[CH:8][CH:7]=1)([CH3:5])([CH3:4])[CH3:3].F[P-](F)(F)(F)(F)F.CN(C)C(ON1C2C=CC=CC=2N=N1)=[N+](C)C.C(N(C(C)C)CC)(C)C.Cl.[NH:58]1[CH2:63][CH2:62][CH:61]([NH:64][C:65]2[CH:72]=[CH:71][C:68]([C:69]#[N:70])=[C:67]([C:73]([F:76])([F:75])[F:74])[CH:66]=2)[CH2:60][CH2:59]1.[O-2].[Al+3].[O-2].[O-2].[Al+3]. Product: [C:2]([C:6]1[CH:7]=[CH:8][C:9]([N:12]2[CH2:13][CH2:14][N:15]([CH2:18][CH:19]([CH3:23])[C:20]([N:58]3[CH2:63][CH2:62][CH:61]([NH:64][C:65]4[CH:72]=[CH:71][C:68]([C:69]#[N:70])=[C:67]([C:73]([F:74])([F:75])[F:76])[CH:66]=4)[CH2:60][CH2:59]3)=[O:22])[CH2:16][CH2:17]2)=[CH:10][CH:11]=1)([CH3:5])([CH3:3])[CH3:4]. The catalyst class is: 213.